Dataset: hERG Central: cardiac toxicity at 1µM, 10µM, and general inhibition. Task: Predict hERG channel inhibition at various concentrations. (1) The molecule is OCCOc1ccc(CN2CCN(CCCc3ccccc3)C(CCO)C2)cc1. Results: hERG_inhib (hERG inhibition (general)): blocker. (2) The drug is CN(CCOc1ccc(Br)cc1)CC(O)c1ccccc1.O=C(O)C(=O)O. Results: hERG_inhib (hERG inhibition (general)): blocker. (3) The molecule is Cc1ccc(C(=O)NCC(=O)OCC(=O)c2ccc3c(c2)NC(=O)CO3)cc1. Results: hERG_inhib (hERG inhibition (general)): blocker.